Dataset: Reaction yield outcomes from USPTO patents with 853,638 reactions. Task: Predict the reaction yield, written as a fraction of the theoretical maximum amount of product (1.0 means a 100% yield; for example, 0.34 means a 34% yield). (1) The reactants are [O:1]1[C:5]2[CH:6]=[CH:7][CH:8]=[CH:9][C:4]=2[CH:3]=[C:2]1[C:10]1[C:18]2[C:17]([O:19][CH:20]3[CH2:25][CH2:24][CH:23]([NH:26][CH3:27])[CH2:22][CH2:21]3)=[N:16][CH:15]=[N:14][C:13]=2[S:12][CH:11]=1.C=O.[BH3-][C:31]#N.[Na+]. The catalyst is CO. The product is [O:1]1[C:5]2[CH:6]=[CH:7][CH:8]=[CH:9][C:4]=2[CH:3]=[C:2]1[C:10]1[C:18]2[C:17]([O:19][CH:20]3[CH2:21][CH2:22][CH:23]([N:26]([CH3:31])[CH3:27])[CH2:24][CH2:25]3)=[N:16][CH:15]=[N:14][C:13]=2[S:12][CH:11]=1. The yield is 0.360. (2) The catalyst is ClCCl. The reactants are [Si]([O:8][CH2:9][CH:10]1[O:14][N:13]=[C:12]([C:15]2[CH:20]=[CH:19][C:18]([C:21]3[CH:26]=[CH:25][C:24]([N:27]4[CH2:31][C@H:30]([CH2:32][N:33]5[CH:37]=[CH:36][N:35]=[N:34]5)[O:29][C:28]4=[O:38])=[CH:23][C:22]=3[F:39])=[CH:17][C:16]=2[F:40])[CH2:11]1)(C(C)(C)C)(C)C.[F-].C([N+](CCCC)(CCCC)CCCC)CCC.O1CCCC1. The yield is 0.400. The product is [F:39][C:22]1[CH:23]=[C:24]([N:27]2[CH2:31][C@H:30]([CH2:32][N:33]3[CH:37]=[CH:36][N:35]=[N:34]3)[O:29][C:28]2=[O:38])[CH:25]=[CH:26][C:21]=1[C:18]1[CH:19]=[CH:20][C:15]([C:12]2[CH2:11][CH:10]([CH2:9][OH:8])[O:14][N:13]=2)=[C:16]([F:40])[CH:17]=1. (3) The reactants are FC(F)CN1CC(C2C=CNN=2)OC2(CCNCC2)C1.[CH:21]([O:24][C:25]1[CH:33]=[CH:32][C:28]([C:29](O)=[O:30])=[CH:27][C:26]=1[CH3:34])([CH3:23])[CH3:22].CN(C(ON1N=NC2C=CC=NC1=2)=[N+](C)C)C.F[P-](F)(F)(F)(F)F.C(N(C(C)C)CC)(C)C.[H-].[Na+].ICC. The catalyst is C([O-])(O)=O.[Na+].CO.CN(C)C=O. The product is [CH:21]([O:24][C:25]1[CH:33]=[CH:32][C:28]([CH:29]=[O:30])=[CH:27][C:26]=1[CH3:34])([CH3:23])[CH3:22]. The yield is 0.130. (4) The reactants are [Cl-].O[NH3+:3].[C:4](=[O:7])([O-])[OH:5].[Na+].CS(C)=O.[CH2:13]([C:15]1[N:16]([C:40]2[CH:45]=[CH:44][C:43]([O:46][CH:47]([CH3:49])[CH3:48])=[CH:42][CH:41]=2)[C:17](=[O:39])[C:18]([CH2:24][C:25]2[CH:30]=[CH:29][C:28]([C:31]3[C:32]([C:37]#[N:38])=[CH:33][CH:34]=[CH:35][CH:36]=3)=[CH:27][CH:26]=2)=[C:19]([CH2:21][CH2:22][CH3:23])[N:20]=1)[CH3:14]. The catalyst is O. The product is [CH2:13]([C:15]1[N:16]([C:40]2[CH:45]=[CH:44][C:43]([O:46][CH:47]([CH3:49])[CH3:48])=[CH:42][CH:41]=2)[C:17](=[O:39])[C:18]([CH2:24][C:25]2[CH:30]=[CH:29][C:28]([C:31]3[CH:36]=[CH:35][CH:34]=[CH:33][C:32]=3[C:37]3[NH:3][C:4](=[O:7])[O:5][N:38]=3)=[CH:27][CH:26]=2)=[C:19]([CH2:21][CH2:22][CH3:23])[N:20]=1)[CH3:14]. The yield is 0.630. (5) The reactants are [CH2:1]([O:3][C:4]([N:6]1[CH2:22][CH2:21][C:8]2([CH2:11][CH:10]([N:12]3[CH2:17][CH2:16][CH:15]([C:18](O)=[O:19])[CH2:14][CH2:13]3)[CH2:9]2)[CH2:7]1)=[O:5])[CH3:2].C[N:24]([CH:26]=O)C.CN(C(ON1N=N[C:38]2[CH:39]=CC=N[C:37]1=2)=[N+](C)C)C.F[P-](F)(F)(F)(F)F.CCN(C(C)C)C(C)C. No catalyst specified. The product is [CH3:37][CH:38]([CH3:39])[CH2:26][NH:24][C:18]([CH:15]1[CH2:14][CH2:13][N:12]([CH:10]2[CH2:9][C:8]3([CH2:21][CH2:22][N:6]([C:4]([O:3][CH2:1][CH3:2])=[O:5])[CH2:7]3)[CH2:11]2)[CH2:17][CH2:16]1)=[O:19]. The yield is 0.377. (6) The yield is 0.170. The reactants are C[C:2]([CH3:5])([O-])C.[Na+].Br[C:8]1[S:12][C:11]([C:13]([O:15][CH2:16][CH3:17])=[O:14])=[CH:10][CH:9]=1.[NH:18]1[CH2:24][CH2:23]C[NH:21][CH2:20][CH2:19]1.C1(P(C2C=CC=CC=2)C2C=CC3C(=CC=CC=3)C=2C2C3C(=CC=CC=3)C=CC=2P(C2C=CC=CC=2)C2C=CC=CC=2)C=CC=CC=1. The catalyst is C1(C)C=CC=CC=1.CO.C([O-])(=O)C.[Pd+2].C([O-])(=O)C. The product is [CH2:24]([N:18]1[CH2:5][CH2:2][N:21]([C:8]2[S:12][C:11]([C:13]([O:15][CH2:16][CH3:17])=[O:14])=[CH:10][CH:9]=2)[CH2:20][CH2:19]1)[CH3:23]. (7) The reactants are [NH2:1][C:2]1[C:7]2[N:8]([CH2:21][CH2:22][NH:23][C:24](=[O:30])[O:25][C:26]([CH3:29])([CH3:28])[CH3:27])[C:9]([CH:11]([C:13]3[CH:18]=[CH:17][C:16]([Cl:19])=[CH:15][C:14]=3[Cl:20])[OH:12])=[N:10][C:6]=2[CH:5]=[CH:4][CH:3]=1.[CH:31](=O)[CH3:32].[C:34](O[BH-](OC(=O)C)OC(=O)C)(=O)[CH3:35].[Na+]. The catalyst is CO.C(O)(=O)C.C(=O)([O-])O.[Na+].[OH-].[Na+]. The product is [Cl:20][C:14]1[CH:15]=[C:16]([Cl:19])[CH:17]=[CH:18][C:13]=1[CH:11]([OH:12])[C:9]1[N:8]([CH2:21][CH2:22][NH:23][C:24](=[O:30])[O:25][C:26]([CH3:27])([CH3:29])[CH3:28])[C:7]2[C:2]([N:1]([CH2:31][CH3:32])[CH2:34][CH3:35])=[CH:3][CH:4]=[CH:5][C:6]=2[N:10]=1. The yield is 0.740.